This data is from Catalyst prediction with 721,799 reactions and 888 catalyst types from USPTO. The task is: Predict which catalyst facilitates the given reaction. (1) Reactant: [CH:1]1([CH:7]([NH:26][C:27]2[CH:32]=[CH:31][C:30]([C:33]([NH:35][CH2:36][CH2:37][C:38]([O:40][CH2:41][CH3:42])=[O:39])=[O:34])=[CH:29][CH:28]=2)[C:8]2[CH:12]=[C:11]([C:13]3[CH:18]=[CH:17][C:16]([O:19][CH2:20][CH2:21][CH2:22][S:23][CH3:24])=[CH:15][CH:14]=3)[O:10][C:9]=2[CH3:25])[CH2:6][CH2:5][CH2:4][CH2:3][CH2:2]1.[OH:43]OS([O-])=O.[K+]. Product: [CH:1]1([CH:7]([NH:26][C:27]2[CH:32]=[CH:31][C:30]([C:33]([NH:35][CH2:36][CH2:37][C:38]([O:40][CH2:41][CH3:42])=[O:39])=[O:34])=[CH:29][CH:28]=2)[C:8]2[CH:12]=[C:11]([C:13]3[CH:14]=[CH:15][C:16]([O:19][CH2:20][CH2:21][CH2:22][S:23]([CH3:24])=[O:43])=[CH:17][CH:18]=3)[O:10][C:9]=2[CH3:25])[CH2:6][CH2:5][CH2:4][CH2:3][CH2:2]1. The catalyst class is: 24. (2) Reactant: [Br:1][C:2]1[CH:9]=[CH:8][C:5]([CH:6]=O)=[CH:4][CH:3]=1.[C:10]([CH2:12][C:13]([O:15][C:16]([CH3:19])([CH3:18])[CH3:17])=[O:14])#[N:11]. Product: [Br:1][C:2]1[CH:9]=[CH:8][C:5](/[CH:6]=[C:12](\[C:10]#[N:11])/[C:13]([O:15][C:16]([CH3:19])([CH3:18])[CH3:17])=[O:14])=[CH:4][CH:3]=1. The catalyst class is: 48. (3) Reactant: Cl[C:2]1[CH:7]=[C:6]([C:8]([F:11])([F:10])[F:9])[CH:5]=[C:4]([C:12]2[CH:17]=[CH:16][C:15]([S:18]([CH3:21])(=[O:20])=[O:19])=[CH:14][CH:13]=2)[N:3]=1.[CH:22]1([NH2:28])[CH2:27][CH2:26][CH2:25][CH2:24][CH2:23]1.Cl. Product: [CH:22]1([NH:28][C:2]2[CH:7]=[C:6]([C:8]([F:11])([F:10])[F:9])[CH:5]=[C:4]([C:12]3[CH:17]=[CH:16][C:15]([S:18]([CH3:21])(=[O:20])=[O:19])=[CH:14][CH:13]=3)[N:3]=2)[CH2:27][CH2:26][CH2:25][CH2:24][CH2:23]1. The catalyst class is: 6. (4) Reactant: [I:1]I.[CH3:3][C:4]1[CH:9]=[C:8]([NH2:10])[CH:7]=[CH:6][N:5]=1.C(=O)([O-])[O-].[Na+].[Na+].C(OCC)(=O)C. Product: [NH2:10][C:8]1[CH:9]=[C:4]([CH3:3])[N:5]=[CH:6][C:7]=1[I:1].[NH2:10][C:8]1[CH:7]=[CH:6][N:5]=[C:4]([CH3:3])[C:9]=1[I:1]. The catalyst class is: 6. (5) Product: [Cl:1][C:2]1[CH:7]=[CH:6][CH:5]=[C:4]([N+:8]([O-:10])=[O:9])[C:3]=1[S:16][CH2:15][CH2:14][CH2:13][Cl:12]. The catalyst class is: 1. Reactant: [Cl:1][C:2]1[CH:7]=[CH:6][CH:5]=[C:4]([N+:8]([O-:10])=[O:9])[C:3]=1Cl.[Cl:12][CH2:13][CH2:14][CH2:15][SH:16].[OH-].[K+]. (6) Reactant: [NH2:1][N:2]1[CH:6]=[CH:5][C:4]([Br:7])=[C:3]1[C:8]([NH:10][C:11]1[CH:16]=[C:15]([F:17])[CH:14]=[C:13]([F:18])[CH:12]=1)=[O:9].[CH2:19]([O:26][C@H:27]1[CH2:31][N:30]([C:32]([O:34][C:35]([CH3:38])([CH3:37])[CH3:36])=[O:33])[C@H:29]([C:39](O)=[O:40])[CH2:28]1)[C:20]1[CH:25]=[CH:24][CH:23]=[CH:22][CH:21]=1.C(N(C(C)C)CC)(C)C.C(P1(=O)OP(CCC)(=O)OP(CCC)(=O)O1)CC. Product: [CH2:19]([O:26][C@H:27]1[CH2:31][N:30]([C:32]([O:34][C:35]([CH3:36])([CH3:37])[CH3:38])=[O:33])[C@H:29]([C:39](=[O:40])[NH:1][N:2]2[CH:6]=[CH:5][C:4]([Br:7])=[C:3]2[C:8](=[O:9])[NH:10][C:11]2[CH:16]=[C:15]([F:17])[CH:14]=[C:13]([F:18])[CH:12]=2)[CH2:28]1)[C:20]1[CH:25]=[CH:24][CH:23]=[CH:22][CH:21]=1. The catalyst class is: 35. (7) Reactant: [F:1][C:2]1[CH:3]=[C:4]2[C:8](=[CH:9][C:10]=1[N+:11]([O-])=O)[C:7](=[O:14])[NH:6][C:5]2=[O:15]. Product: [NH2:11][C:10]1[CH:9]=[C:8]2[C:4](=[CH:3][C:2]=1[F:1])[C:5](=[O:15])[NH:6][C:7]2=[O:14]. The catalyst class is: 43. (8) Reactant: S(C)C.[CH:4]([Li])([CH3:6])[CH3:5].[C:8]([NH:27][C@@H:28]([CH2:31][CH3:32])[CH:29]=[O:30])([C:21]1[CH:26]=[CH:25][CH:24]=[CH:23][CH:22]=1)([C:15]1[CH:20]=[CH:19][CH:18]=[CH:17][CH:16]=1)[C:9]1[CH:14]=[CH:13][CH:12]=[CH:11][CH:10]=1.[NH4+].[Cl-]. Product: [CH3:5][CH:4]([CH:29]([OH:30])[C@@H:28]([NH:27][C:8]([C:15]1[CH:20]=[CH:19][CH:18]=[CH:17][CH:16]=1)([C:21]1[CH:22]=[CH:23][CH:24]=[CH:25][CH:26]=1)[C:9]1[CH:14]=[CH:13][CH:12]=[CH:11][CH:10]=1)[CH2:31][CH3:32])[CH3:6]. The catalyst class is: 28. (9) Reactant: [NH2:1][C@H:2]1[CH2:5][C@H:4]([N:6]2[C:10]3=[N:11][CH:12]=[CH:13][N:14]=[C:9]3[C:8]([CH3:16])([CH3:15])[C:7]2=[O:17])[CH2:3]1.Cl[C:19]1[O:20][C:21]2[CH:27]=[CH:26][CH:25]=[CH:24][C:22]=2[N:23]=1.C(N(C(C)C)CC)(C)C. Product: [O:20]1[C:21]2[CH:27]=[CH:26][CH:25]=[CH:24][C:22]=2[N:23]=[C:19]1[NH:1][C@H:2]1[CH2:5][C@H:4]([N:6]2[C:10]3=[N:11][CH:12]=[CH:13][N:14]=[C:9]3[C:8]([CH3:15])([CH3:16])[C:7]2=[O:17])[CH2:3]1. The catalyst class is: 16.